Dataset: NCI-60 drug combinations with 297,098 pairs across 59 cell lines. Task: Regression. Given two drug SMILES strings and cell line genomic features, predict the synergy score measuring deviation from expected non-interaction effect. (1) Drug 1: CC(CN1CC(=O)NC(=O)C1)N2CC(=O)NC(=O)C2. Drug 2: CC1=C2C(C(=O)C3(C(CC4C(C3C(C(C2(C)C)(CC1OC(=O)C(C(C5=CC=CC=C5)NC(=O)OC(C)(C)C)O)O)OC(=O)C6=CC=CC=C6)(CO4)OC(=O)C)O)C)O. Cell line: OVCAR-5. Synergy scores: CSS=34.3, Synergy_ZIP=-3.78, Synergy_Bliss=-1.68, Synergy_Loewe=-14.5, Synergy_HSA=-0.262. (2) Drug 1: CN(C)C1=NC(=NC(=N1)N(C)C)N(C)C. Drug 2: C1CC(=O)NC(=O)C1N2C(=O)C3=CC=CC=C3C2=O. Cell line: NCI-H460. Synergy scores: CSS=0.215, Synergy_ZIP=1.21, Synergy_Bliss=2.23, Synergy_Loewe=-0.321, Synergy_HSA=-0.610. (3) Drug 1: COC1=CC(=CC(=C1O)OC)C2C3C(COC3=O)C(C4=CC5=C(C=C24)OCO5)OC6C(C(C7C(O6)COC(O7)C8=CC=CS8)O)O. Drug 2: CN(CC1=CN=C2C(=N1)C(=NC(=N2)N)N)C3=CC=C(C=C3)C(=O)NC(CCC(=O)O)C(=O)O. Cell line: SF-268. Synergy scores: CSS=37.2, Synergy_ZIP=1.71, Synergy_Bliss=3.78, Synergy_Loewe=0.541, Synergy_HSA=4.52. (4) Drug 1: CC1=C2C(C(=O)C3(C(CC4C(C3C(C(C2(C)C)(CC1OC(=O)C(C(C5=CC=CC=C5)NC(=O)OC(C)(C)C)O)O)OC(=O)C6=CC=CC=C6)(CO4)OC(=O)C)O)C)O. Drug 2: CC1C(C(CC(O1)OC2CC(OC(C2O)C)OC3=CC4=CC5=C(C(=O)C(C(C5)C(C(=O)C(C(C)O)O)OC)OC6CC(C(C(O6)C)O)OC7CC(C(C(O7)C)O)OC8CC(C(C(O8)C)O)(C)O)C(=C4C(=C3C)O)O)O)O. Cell line: HOP-62. Synergy scores: CSS=33.7, Synergy_ZIP=4.95, Synergy_Bliss=6.69, Synergy_Loewe=4.95, Synergy_HSA=4.08. (5) Cell line: M14. Drug 2: CC1=C(C=C(C=C1)NC2=NC=CC(=N2)N(C)C3=CC4=NN(C(=C4C=C3)C)C)S(=O)(=O)N.Cl. Synergy scores: CSS=48.9, Synergy_ZIP=10.00, Synergy_Bliss=9.63, Synergy_Loewe=-17.9, Synergy_HSA=7.55. Drug 1: CCCS(=O)(=O)NC1=C(C(=C(C=C1)F)C(=O)C2=CNC3=C2C=C(C=N3)C4=CC=C(C=C4)Cl)F.